From a dataset of Forward reaction prediction with 1.9M reactions from USPTO patents (1976-2016). Predict the product of the given reaction. Given the reactants [CH3:1][C:2]1[S:6][C:5]([CH:7]=O)=[CH:4][CH:3]=1.C(O)(=O)[CH2:10][C:11]([OH:13])=[O:12].N1C=CC=CC=1.N1CCCCC1, predict the reaction product. The product is: [CH3:1][C:2]1[S:6][C:5](/[CH:7]=[CH:10]/[C:11]([OH:13])=[O:12])=[CH:4][CH:3]=1.